Dataset: Full USPTO retrosynthesis dataset with 1.9M reactions from patents (1976-2016). Task: Predict the reactants needed to synthesize the given product. Given the product [O:1]1[CH:5]=[CH:4][CH:3]=[C:2]1[C:11]([C:13]1[CH:14]=[N:15][CH:16]=[CH:17][CH:18]=1)=[O:25], predict the reactants needed to synthesize it. The reactants are: [O:1]1[CH:5]=[CH:4][CH:3]=[CH:2]1.[Li]CCCC.[C:11]([C:13]1[CH:14]=[N:15][CH:16]=[CH:17][CH:18]=1)#N.[Cl-].[NH4+].Cl.C1C[O:25]CC1.